This data is from Reaction yield outcomes from USPTO patents with 853,638 reactions. The task is: Predict the reaction yield, written as a fraction of the theoretical maximum amount of product (1.0 means a 100% yield; for example, 0.34 means a 34% yield). (1) The reactants are C1(N2CC[O:9]CC2)CCCC=1.[CH2:12]([O:14][C:15]1[CH:22]=[CH:21][C:18]([CH:19]=O)=[CH:17][CH:16]=1)[CH3:13].Cl.[CH:24]1[CH:29]=[CH:28][CH:27]=[CH:26]C=1. No catalyst specified. The product is [CH2:12]([O:14][C:15]1[CH:22]=[CH:21][C:18]([CH:19]=[C:26]2[CH2:27][CH2:28][CH2:29][C:24]2=[O:9])=[CH:17][CH:16]=1)[CH3:13]. The yield is 0.624. (2) The reactants are [CH2:1]([O:8][C:9]1[C:10]([NH:22][C:23]2[CH:33]=[CH:32][C:26]([C:27]([O:29][CH2:30][CH3:31])=[O:28])=[CH:25][CH:24]=2)=[CH:11][C:12]2[C:13]([CH3:21])=[CH:14][CH2:15][C:16]([CH3:20])([CH3:19])[C:17]=2[CH:18]=1)[CH2:2][CH2:3][CH2:4][CH2:5][CH2:6][CH3:7].[CH:34](=O)[CH2:35][CH3:36]. No catalyst specified. The product is [CH2:1]([O:8][C:9]1[C:10]([N:22]([CH2:34][CH2:35][CH3:36])[C:23]2[CH:24]=[CH:25][C:26]([C:27]([O:29][CH2:30][CH3:31])=[O:28])=[CH:32][CH:33]=2)=[CH:11][C:12]2[C:13]([CH3:21])=[CH:14][CH2:15][C:16]([CH3:20])([CH3:19])[C:17]=2[CH:18]=1)[CH2:2][CH2:3][CH2:4][CH2:5][CH2:6][CH3:7]. The yield is 1.00. (3) The yield is 0.300. The product is [CH3:38][NH:39][C:12]([C:3]1[CH:4]=[C:5]2[C:9](=[CH:10][C:2]=1[Br:1])[NH:8][C:7](=[O:11])[CH:6]2[C:18]1[C:27]2[C:22](=[CH:23][C:24]([O:28][CH2:29][CH2:30][CH2:31][N:32]3[CH2:37][CH2:36][O:35][CH2:34][CH2:33]3)=[CH:25][CH:26]=2)[N:21]=[CH:20][N:19]=1)=[O:14]. No catalyst specified. The reactants are [Br:1][C:2]1[CH:10]=[C:9]2[C:5]([CH2:6][C:7](=[O:11])[NH:8]2)=[CH:4][C:3]=1[C:12]([OH:14])=O.[H-].[Na+].Cl[C:18]1[C:27]2[C:22](=[CH:23][C:24]([O:28][CH2:29][CH2:30][CH2:31][N:32]3[CH2:37][CH2:36][O:35][CH2:34][CH2:33]3)=[CH:25][CH:26]=2)[N:21]=[CH:20][N:19]=1.[CH3:38][N:39](C)C=O. (4) The reactants are [CH3:1][N:2]1[CH:6]=[CH:5][C:4]([NH:7][C:8]([C:10]2[C:14]3[N:15]=[C:16](Cl)[N:17]=[CH:18][C:13]=3[S:12][CH:11]=2)=[O:9])=[N:3]1.[NH2:20][C@@H:21]1[CH2:26][CH2:25][O:24][CH2:23][C@@H:22]1[NH:27][C:28](=[O:34])[O:29][C:30]([CH3:33])([CH3:32])[CH3:31].C(N(C(C)C)CC)(C)C. The catalyst is O1CCOCC1.ClCCl. The product is [C:30]([O:29][C:28](=[O:34])[NH:27][C@@H:22]1[C@H:21]([NH:20][C:16]2[N:17]=[CH:18][C:13]3[S:12][CH:11]=[C:10]([C:8](=[O:9])[NH:7][C:4]4[CH:5]=[CH:6][N:2]([CH3:1])[N:3]=4)[C:14]=3[N:15]=2)[CH2:26][CH2:25][O:24][CH2:23]1)([CH3:33])([CH3:31])[CH3:32]. The yield is 0.768. (5) The reactants are Br[CH2:2][C:3]1[CH:17]=[CH:16][C:6]2[N:7]=[C:8]([C:10]3[CH:15]=[CH:14][CH:13]=[CH:12][CH:11]=3)[S:9][C:5]=2[CH:4]=1.[NH3:18]. The catalyst is CO. The product is [NH2:18][CH2:2][C:3]1[CH:17]=[CH:16][C:6]2[N:7]=[C:8]([C:10]3[CH:15]=[CH:14][CH:13]=[CH:12][CH:11]=3)[S:9][C:5]=2[CH:4]=1. The yield is 0.760. (6) The reactants are C(OC(=O)[NH:7][CH2:8][CH2:9][NH:10][C:11]1[N:20]=[C:19]([N:21]([C:23]2[CH:28]=[CH:27][C:26]([O:29][CH3:30])=[C:25]([O:31][CH3:32])[CH:24]=2)[CH3:22])[C:18]2[C:13](=[CH:14][CH:15]=[CH:16][CH:17]=2)[N:12]=1)(C)(C)C.ClC1N=C(N(C2C=CC(OC)=C(OC)C=2)C)C2C(=CC=CC=2)N=1.C(N(C(C)C)C(C)C)C.C(OC(=O)NCCN)(C)(C)C. The catalyst is CCCCO. The product is [NH2:7][CH2:8][CH2:9][NH:10][C:11]1[N:20]=[C:19]([N:21]([C:23]2[CH:28]=[CH:27][C:26]([O:29][CH3:30])=[C:25]([O:31][CH3:32])[CH:24]=2)[CH3:22])[C:18]2[C:13](=[CH:14][CH:15]=[CH:16][CH:17]=2)[N:12]=1. The yield is 0.910. (7) The reactants are [CH2:1](Br)[CH:2]=[CH2:3].[OH-].[Na+].C[O:8][C:9]([C:11]1[CH:12]=[CH:13][C:14]2[NH:20][C:19]3[CH:21]=[CH:22][CH:23]=[CH:24][C:18]=3[CH2:17][S:16](=[O:26])(=[O:25])[C:15]=2[CH:27]=1)=[O:10].O. The catalyst is S([O-])(O)(=O)=O.C([N+](CCCC)(CCCC)CCCC)CCC.C1C=CC=CC=1. The product is [CH2:1]([N:20]1[C:19]2[CH:21]=[CH:22][CH:23]=[CH:24][C:18]=2[CH2:17][S:16](=[O:25])(=[O:26])[C:15]2[CH:27]=[C:11]([C:9]([OH:10])=[O:8])[CH:12]=[CH:13][C:14]1=2)[CH:2]=[CH2:3]. The yield is 0.134.